The task is: Regression. Given two drug SMILES strings and cell line genomic features, predict the synergy score measuring deviation from expected non-interaction effect.. This data is from NCI-60 drug combinations with 297,098 pairs across 59 cell lines. (1) Drug 1: C1=CC(=CC=C1CC(C(=O)O)N)N(CCCl)CCCl.Cl. Drug 2: CC1=C(C=C(C=C1)C(=O)NC2=CC(=CC(=C2)C(F)(F)F)N3C=C(N=C3)C)NC4=NC=CC(=N4)C5=CN=CC=C5. Cell line: IGROV1. Synergy scores: CSS=13.8, Synergy_ZIP=-8.00, Synergy_Bliss=-0.900, Synergy_Loewe=-4.73, Synergy_HSA=-1.86. (2) Drug 1: CCC1=CC2CC(C3=C(CN(C2)C1)C4=CC=CC=C4N3)(C5=C(C=C6C(=C5)C78CCN9C7C(C=CC9)(C(C(C8N6C)(C(=O)OC)O)OC(=O)C)CC)OC)C(=O)OC.C(C(C(=O)O)O)(C(=O)O)O. Drug 2: C1=NC2=C(N1)C(=S)N=C(N2)N. Cell line: HCT-15. Synergy scores: CSS=50.0, Synergy_ZIP=-1.27, Synergy_Bliss=-0.0578, Synergy_Loewe=-0.414, Synergy_HSA=2.06. (3) Cell line: BT-549. Drug 1: C1=CC(=CC=C1CCC2=CNC3=C2C(=O)NC(=N3)N)C(=O)NC(CCC(=O)O)C(=O)O. Synergy scores: CSS=22.1, Synergy_ZIP=-8.62, Synergy_Bliss=-2.15, Synergy_Loewe=-0.949, Synergy_HSA=0.683. Drug 2: CCC1=C2CN3C(=CC4=C(C3=O)COC(=O)C4(CC)O)C2=NC5=C1C=C(C=C5)O. (4) Drug 1: CC1C(C(CC(O1)OC2CC(CC3=C2C(=C4C(=C3O)C(=O)C5=C(C4=O)C(=CC=C5)OC)O)(C(=O)CO)O)N)O.Cl. Drug 2: C1CCC(C(C1)N)N.C(=O)(C(=O)[O-])[O-].[Pt+4]. Cell line: A549. Synergy scores: CSS=21.5, Synergy_ZIP=-0.983, Synergy_Bliss=0.912, Synergy_Loewe=2.30, Synergy_HSA=2.59. (5) Drug 1: CC1=C2C(C(=O)C3(C(CC4C(C3C(C(C2(C)C)(CC1OC(=O)C(C(C5=CC=CC=C5)NC(=O)OC(C)(C)C)O)O)OC(=O)C6=CC=CC=C6)(CO4)OC(=O)C)OC)C)OC. Drug 2: CC12CCC(CC1=CCC3C2CCC4(C3CC=C4C5=CN=CC=C5)C)O. Cell line: OVCAR3. Synergy scores: CSS=58.9, Synergy_ZIP=4.74, Synergy_Bliss=3.41, Synergy_Loewe=-16.8, Synergy_HSA=5.03.